From a dataset of Peptide-MHC class II binding affinity with 134,281 pairs from IEDB. Regression. Given a peptide amino acid sequence and an MHC pseudo amino acid sequence, predict their binding affinity value. This is MHC class II binding data. (1) The MHC is HLA-DPA10201-DPB10101 with pseudo-sequence HLA-DPA10201-DPB10101. The peptide sequence is IAKVPPGPNITATYG. The binding affinity (normalized) is 0. (2) The peptide sequence is SRCYSIYLSINGVLE. The MHC is DRB5_0101 with pseudo-sequence DRB5_0101. The binding affinity (normalized) is 0.425. (3) The peptide sequence is AQIYQAVSAQAAAIH. The MHC is DRB1_0101 with pseudo-sequence DRB1_0101. The binding affinity (normalized) is 0.769. (4) The peptide sequence is AGLLGNVSTVLLGGV. The MHC is DRB1_1201 with pseudo-sequence DRB1_1201. The binding affinity (normalized) is 0. (5) The peptide sequence is PSFAGLRPTFDTRLM. The MHC is DRB3_0202 with pseudo-sequence DRB3_0202. The binding affinity (normalized) is 0.